Predict the product of the given reaction. From a dataset of Forward reaction prediction with 1.9M reactions from USPTO patents (1976-2016). (1) Given the reactants [Cl:1][C:2]1[CH:3]=[C:4]2[C:8](=[CH:9][CH:10]=1)[NH:7][C:6]1[CH2:11][N:12]([CH3:15])[CH2:13][CH2:14][C:5]2=1.Br[CH:17]=[C:18]([C:25]1[CH:30]=[CH:29][CH:28]=[CH:27][CH:26]=1)[C:19]1[CH:24]=[CH:23][CH:22]=[CH:21][CH:20]=1.N1CCC[C@H]1C(O)=O.P([O-])([O-])([O-])=O.[K+].[K+].[K+], predict the reaction product. The product is: [Cl:1][C:2]1[CH:3]=[C:4]2[C:8](=[CH:9][CH:10]=1)[N:7]([CH:17]=[C:18]([C:19]1[CH:24]=[CH:23][CH:22]=[CH:21][CH:20]=1)[C:25]1[CH:30]=[CH:29][CH:28]=[CH:27][CH:26]=1)[C:6]1[CH2:11][N:12]([CH3:15])[CH2:13][CH2:14][C:5]2=1. (2) Given the reactants C(OC(=O)[NH:7][CH2:8][CH:9]([C:17]1[CH:22]=[CH:21][C:20]([C:23]2[CH:28]=[CH:27][CH:26]=[CH:25][C:24]=2[CH2:29][CH2:30][CH2:31][O:32][CH3:33])=[CH:19][C:18]=1[CH3:34])[CH2:10][C:11]1[CH:12]=[N:13][CH:14]=[CH:15][CH:16]=1)(C)(C)C.[ClH:36], predict the reaction product. The product is: [ClH:36].[ClH:36].[CH3:33][O:32][CH2:31][CH2:30][CH2:29][C:24]1[CH:25]=[CH:26][CH:27]=[CH:28][C:23]=1[C:20]1[CH:21]=[CH:22][C:17]([CH:9]([CH2:10][C:11]2[CH:12]=[N:13][CH:14]=[CH:15][CH:16]=2)[CH2:8][NH2:7])=[C:18]([CH3:34])[CH:19]=1.